Task: Predict which catalyst facilitates the given reaction.. Dataset: Catalyst prediction with 721,799 reactions and 888 catalyst types from USPTO (1) Reactant: Br[C:2]1[CH:14]=[CH:13][C:5]([O:6][CH2:7][CH2:8][CH2:9][C:10]([NH2:12])=[O:11])=[C:4]([O:15][CH3:16])[CH:3]=1.[Cl:17][C:18]1[CH:23]=[CH:22][C:21]([C:24]2[O:32][C:31]3[CH:30]=[CH:29][NH:28][C:27](=[O:33])[C:26]=3[CH:25]=2)=[CH:20][CH:19]=1.C(=O)([O-])[O-].[K+].[K+].CN[C@@H]1CCCC[C@H]1NC. Product: [Cl:17][C:18]1[CH:19]=[CH:20][C:21]([C:24]2[O:32][C:31]3[CH:30]=[CH:29][N:28]([C:2]4[CH:14]=[CH:13][C:5]([O:6][CH2:7][CH2:8][CH2:9][C:10]([NH2:12])=[O:11])=[C:4]([O:15][CH3:16])[CH:3]=4)[C:27](=[O:33])[C:26]=3[CH:25]=2)=[CH:22][CH:23]=1. The catalyst class is: 185. (2) Reactant: C([C:6]1[CH:7]=[C:8]([CH:14]=[CH:15][C:16]=1[O:17][CH3:18])[CH:9]=[CH:10][C:11]([OH:13])=O)(=O)CCC.CN(C=[O:23])C.[C:24](Cl)(=[O:28])[C:25](Cl)=O.[NH2:30][C:31]1[S:32][CH:33]=[C:34]([C:36]2[CH:41]=[CH:40][C:39]([Cl:42])=[CH:38][CH:37]=2)[N:35]=1.O1CCO[CH2:45][CH2:44]1. Product: [Cl:42][C:39]1[CH:38]=[CH:37][C:36]([C:34]2[N:35]=[C:31]([NH:30][C:11]([CH:10]=[CH:9][C:8]3[CH:14]=[CH:15][C:16]([O:17][CH3:18])=[C:6]([O:23][C:24](=[O:28])[CH2:25][CH2:44][CH3:45])[CH:7]=3)=[O:13])[S:32][CH:33]=2)=[CH:41][CH:40]=1. The catalyst class is: 272. (3) Product: [C:1]([O:5][C:6]([NH:8][CH2:9][CH2:10][O:11][C:12]1[C:17]([CH2:18][O:19][C:26]2[CH:27]=[CH:28][C:23]([Cl:22])=[C:24]([CH:25]=2)[NH2:30])=[C:16]([F:20])[C:15]([F:21])=[CH:14][CH:13]=1)=[O:7])([CH3:4])([CH3:2])[CH3:3]. Reactant: [C:1]([O:5][C:6]([NH:8][CH2:9][CH2:10][O:11][C:12]1[C:17]([CH2:18][OH:19])=[C:16]([F:20])[C:15]([F:21])=[CH:14][CH:13]=1)=[O:7])([CH3:4])([CH3:3])[CH3:2].[Cl:22][C:23]1[CH:28]=[CH:27][C:26](O)=[CH:25][C:24]=1[N+:30]([O-])=O.C1(P(C2C=CC=CC=2)C2C=CC=CC=2)C=CC=CC=1.N(C(OC(C)C)=O)=NC(OC(C)C)=O.C(=O)([O-])O.[Na+]. The catalyst class is: 7. (4) Reactant: [C:1]([C:4]1[N:9]=[C:8]([C:10]2[CH:15]=[CH:14][C:13]([C:16]3[CH:21]=[CH:20][C:19]([CH2:22][C:23](O)=[O:24])=[CH:18][C:17]=3[Cl:26])=[CH:12][CH:11]=2)[C:7]([CH3:27])=[N:6][C:5]=1[CH3:28])(=[O:3])[NH2:2].Cl.CN(C)CCCN=C=NCC.N1(O)C2C=CC=CC=2N=N1.C(N(C(C)C)C(C)C)C.Cl.[NH2:61][CH2:62][C:63]([O:65][CH3:66])=[O:64]. Product: [C:1]([C:4]1[N:9]=[C:8]([C:10]2[CH:15]=[CH:14][C:13]([C:16]3[CH:21]=[CH:20][C:19]([CH2:22][C:23]([NH:61][CH2:62][C:63]([O:65][CH3:66])=[O:64])=[O:24])=[CH:18][C:17]=3[Cl:26])=[CH:12][CH:11]=2)[C:7]([CH3:27])=[N:6][C:5]=1[CH3:28])(=[O:3])[NH2:2]. The catalyst class is: 3. (5) Reactant: [NH:1]1[C:5]2([CH2:10][CH2:9][O:8][CH2:7][CH2:6]2)[CH2:4][CH2:3][CH:2]1[C:11]([O:13][CH2:14][CH3:15])=[O:12].CCN(C(C)C)C(C)C.[C:25](Cl)(=[O:27])[CH3:26]. Product: [C:25]([N:1]1[C:5]2([CH2:6][CH2:7][O:8][CH2:9][CH2:10]2)[CH2:4][CH2:3][CH:2]1[C:11]([O:13][CH2:14][CH3:15])=[O:12])(=[O:27])[CH3:26]. The catalyst class is: 4. (6) Reactant: [CH3:1][O:2][C:3]([NH:5][C:6]1[CH:23]=[C:22]2[C:9]([C:10]3[CH:11]=[CH:12][N:13]=[C:14]([CH:34]=3)[C@@H:15]([NH:26]C(=O)OC(C)(C)C)[CH2:16][CH2:17][CH2:18][C:19](=[O:25])[C:20](=[O:24])[NH:21]2)=[CH:8][CH:7]=1)=[O:4].[CH3:35][Mg]Br. Product: [NH2:26][C@@H:15]1[C:14]2[CH:34]=[C:10]([CH:11]=[CH:12][N:13]=2)[C:9]2[C:22](=[CH:23][C:6]([NH:5][C:3](=[O:4])[O:2][CH3:1])=[CH:7][CH:8]=2)[NH:21][C:20](=[O:24])[C:19]([OH:25])([CH3:35])[CH2:18][CH2:17][CH2:16]1. The catalyst class is: 1. (7) Reactant: [O:1]=[C:2]1[N:10]2[C@@H:5]([CH2:6][O:7][C@@H:8]([C:11]([OH:13])=O)[CH2:9]2)[CH2:4][CH2:3]1.C(Cl)(=O)OCC(C)C.Cl.[Cl:23][C:24]1[C:25]([CH2:30][NH2:31])=[N:26][CH:27]=[CH:28][N:29]=1.O. Product: [Cl:23][C:24]1[C:25]([CH2:30][NH:31][C:11]([C@@H:8]2[O:7][CH2:6][C@H:5]3[CH2:4][CH2:3][C:2](=[O:1])[N:10]3[CH2:9]2)=[O:13])=[N:26][CH:27]=[CH:28][N:29]=1. The catalyst class is: 2.